Binary Classification. Given a drug SMILES string, predict its activity (active/inactive) in a high-throughput screening assay against a specified biological target. From a dataset of HIV replication inhibition screening data with 41,000+ compounds from the AIDS Antiviral Screen. (1) The compound is CC(C)(C)SSC(C)(C)C. The result is 0 (inactive). (2) The drug is Cc1cc2nc(NS(=O)(=O)c3cc(C)c(Cl)cc3S)[nH]c2cc1C. The result is 0 (inactive). (3) The compound is O=c1cnnc2[nH]c3ccccc3n12. The result is 0 (inactive). (4) The compound is COc1ccc(CC(=O)NCCc2ccc(OC)c(OC)c2)cc1Br. The result is 0 (inactive).